Dataset: Forward reaction prediction with 1.9M reactions from USPTO patents (1976-2016). Task: Predict the product of the given reaction. (1) Given the reactants [F:1][C:2]1[CH:11]=[CH:10][C:9]([CH:12]=O)=[C:8]2[C:3]=1[C:4](=[O:15])[CH:5]=[C:6]([CH3:14])[O:7]2.[C:16]([CH:18]=[C:19]([O-])[CH3:20])#[N:17].[Na+].[NH2:23][C:24]([CH3:33])=[CH:25][C:26](=[O:32])[CH2:27][CH:28]1[CH2:31][CH2:30][CH2:29]1.C(O)(=O)C, predict the reaction product. The product is: [CH:28]1([CH2:27][C:26]([C:25]2[CH:12]([C:9]3[CH:10]=[CH:11][C:2]([F:1])=[C:3]4[C:8]=3[O:7][C:6]([CH3:14])=[CH:5][C:4]4=[O:15])[C:18]([C:16]#[N:17])=[C:19]([CH3:20])[NH:23][C:24]=2[CH3:33])=[O:32])[CH2:31][CH2:30][CH2:29]1. (2) Given the reactants C[O:2][C:3](=O)[CH2:4][CH2:5][C:6]1[CH:11]=[CH:10][C:9]([S:12]([C:15]2[CH:20]=[CH:19][CH:18]=[CH:17][CH:16]=2)(=[O:14])=[O:13])=[CH:8][C:7]=1[Br:21].[H-].C([Al+]CC(C)C)C(C)C.CO.Cl, predict the reaction product. The product is: [C:15]1([S:12]([C:9]2[CH:10]=[CH:11][C:6]([CH2:5][CH2:4][CH:3]=[O:2])=[C:7]([Br:21])[CH:8]=2)(=[O:13])=[O:14])[CH:16]=[CH:17][CH:18]=[CH:19][CH:20]=1. (3) Given the reactants [CH3:1][C:2]1[CH2:11][CH2:10][C:6](=[C:7]([CH3:9])[CH3:8])[C:4](=[O:5])[CH:3]=1.[H][H], predict the reaction product. The product is: [CH3:1][C@H:2]1[CH2:3][C:4](=[O:5])[C:6](=[C:7]([CH3:8])[CH3:9])[CH2:10][CH2:11]1.